This data is from Reaction yield outcomes from USPTO patents with 853,638 reactions. The task is: Predict the reaction yield, written as a fraction of the theoretical maximum amount of product (1.0 means a 100% yield; for example, 0.34 means a 34% yield). (1) The reactants are C(OC(=O)C)(=O)C.[CH:8]([OH:10])=O.[F:11][C:12]1[CH:13]=[C:14]([C@@:25]([C:34]2[CH:39]=[CH:38][C:37]([F:40])=[CH:36][CH:35]=2)([NH2:33])[CH2:26][C:27]2[CH:32]=[CH:31][CH:30]=[CH:29][CH:28]=2)[CH:15]=[C:16]([O:18][C:19]([F:24])([F:23])[CH:20]([F:22])[F:21])[CH:17]=1. The catalyst is ClCCCl.C(Cl)Cl. The product is [F:11][C:12]1[CH:13]=[C:14]([C@:25]([NH:33][CH:8]=[O:10])([C:34]2[CH:39]=[CH:38][C:37]([F:40])=[CH:36][CH:35]=2)[CH2:26][C:27]2[CH:32]=[CH:31][CH:30]=[CH:29][CH:28]=2)[CH:15]=[C:16]([O:18][C:19]([F:24])([F:23])[CH:20]([F:22])[F:21])[CH:17]=1. The yield is 0.810. (2) The reactants are [Cl-].[Li+].[Cu](C#N)C#N.[CH:8]1([Mg]Cl)[CH2:12][CH2:11][CH2:10][CH2:9]1.C(OCC)C.[C:20]([O:24][CH3:25])(=[O:23])[C:21]#[CH:22].[I:26]I. The catalyst is O1CCCC1. The product is [CH3:25][O:24][C:20](=[O:23])/[C:21](/[I:26])=[CH:22]\[CH:8]1[CH2:12][CH2:11][CH2:10][CH2:9]1. The yield is 0.970. (3) The reactants are C(#N)C.[NH2:4][C:5]1[CH:10]=[CH:9][C:8]([SH:11])=[CH:7][CH:6]=1.C(N(CC)CC)C.I[C:20]([F:29])([F:28])[C:21]([F:27])([F:26])[C:22]([F:25])([F:24])[F:23]. The catalyst is CCOCC. The product is [F:26][C:21]([F:27])([C:22]([F:25])([F:24])[F:23])[C:20]([F:29])([F:28])[S:11][C:8]1[CH:9]=[CH:10][C:5]([NH2:4])=[CH:6][CH:7]=1. The yield is 0.630. (4) The reactants are [CH2:1]([O:8][N:9]1[C:15](=[O:16])[N:14]2[CH2:17][C@H:10]1[CH2:11][CH2:12][C@H:13]2[C:18]([OH:20])=O)[C:2]1[CH:7]=[CH:6][CH:5]=[CH:4][CH:3]=1.C([N:23](CC)CC)C.ClC(OCC(C)C)=O.N. The catalyst is ClCCl.CCCCCC.C(OCC)(=O)C.O. The product is [CH2:1]([O:8][N:9]1[C:15](=[O:16])[N:14]2[CH2:17][C@H:10]1[CH2:11][CH2:12][C@H:13]2[C:18]([NH2:23])=[O:20])[C:2]1[CH:3]=[CH:4][CH:5]=[CH:6][CH:7]=1. The yield is 0.790. (5) The reactants are [Cl:1][C:2]1[C:3]([CH3:9])=[CH:4][C:5]([NH2:8])=[N:6][CH:7]=1.[C:10](N1C=CC=CC1=O)(N1C=CC=CC1=O)=[S:11]. The catalyst is ClCCl. The product is [Cl:1][C:2]1[C:3]([CH3:9])=[CH:4][C:5]([N:8]=[C:10]=[S:11])=[N:6][CH:7]=1. The yield is 0.850.